This data is from NCI-60 drug combinations with 297,098 pairs across 59 cell lines. The task is: Regression. Given two drug SMILES strings and cell line genomic features, predict the synergy score measuring deviation from expected non-interaction effect. (1) Drug 1: C1C(C(OC1N2C=NC(=NC2=O)N)CO)O. Drug 2: N.N.Cl[Pt+2]Cl. Cell line: SF-295. Synergy scores: CSS=33.1, Synergy_ZIP=-0.864, Synergy_Bliss=1.39, Synergy_Loewe=-2.51, Synergy_HSA=0.381. (2) Synergy scores: CSS=12.5, Synergy_ZIP=1.31, Synergy_Bliss=2.36, Synergy_Loewe=0.359, Synergy_HSA=0.657. Drug 2: CN(CCCl)CCCl.Cl. Drug 1: CC1=C2C(C(=O)C3(C(CC4C(C3C(C(C2(C)C)(CC1OC(=O)C(C(C5=CC=CC=C5)NC(=O)OC(C)(C)C)O)O)OC(=O)C6=CC=CC=C6)(CO4)OC(=O)C)O)C)O. Cell line: UO-31.